This data is from Reaction yield outcomes from USPTO patents with 853,638 reactions. The task is: Predict the reaction yield, written as a fraction of the theoretical maximum amount of product (1.0 means a 100% yield; for example, 0.34 means a 34% yield). (1) The reactants are [Cl-].[Cl-].[Cl-].[In+3].[CH3:5][N:6]([C@@H:8]1[C:26](=[O:27])[C:25]([C:28]([NH2:30])=[O:29])=[C:24]([OH:31])[C@:23]2([OH:32])[C@H:9]1[CH2:10][C@H:11]1[C:20]([C:21]2=[O:22])=[C:19]([OH:33])[C:18]2[C:13](=[C:14](I)[CH:15]=[CH:16][C:17]=2[OH:34])[CH2:12]1)[CH3:7].[CH2:36]1[CH2:40]OC[CH2:37]1. No catalyst specified. The product is [CH:37]1([C:14]2[CH:15]=[CH:16][C:17]([OH:34])=[C:18]3[C:13]=2[CH2:12][C@@H:11]2[C:20]([C:19]3=[O:33])=[C:21]([OH:22])[C@@:23]3([OH:32])[C@H:9]([C@H:8]([N:6]([CH3:7])[CH3:5])[C:26]([OH:27])=[C:25]([C:28]([NH2:30])=[O:29])[C:24]3=[O:31])[CH2:10]2)[CH2:36][CH2:40]1. The yield is 0.720. (2) The yield is 0.650. The reactants are [C:1]([O:5][C:6]([NH:8][CH:9]([C:13]([O:16][CH3:17])([CH3:15])[CH3:14])[C:10]([OH:12])=[O:11])=[O:7])(C)(C)C.Cl.[OH-].[Na+].ClC(OC)=O. The product is [CH3:17][O:16][C:13]([CH3:15])([CH3:14])[CH:9]([NH:8][C:6]([O:5][CH3:1])=[O:7])[C:10]([OH:12])=[O:11]. The catalyst is O1CCOCC1. (3) The reactants are N1C2C(=CC=CC=2)C(CC(=O)C(O)=O)=C1.C(O)(=O)C(C)=O.[OH:22][C:23]([CH2:33][C:34]1[C:42]2[C:37](=[CH:38][CH:39]=[CH:40][CH:41]=2)[NH:36][CH:35]=1)([C:30]([OH:32])=[O:31])[CH2:24][C:25](=O)[C:26]([OH:28])=[O:27].Cl.[NH2:44][OH:45].Cl. The catalyst is [OH-].[Na+]. The yield is 0.400. The product is [OH:22][C:23]([CH2:33][C:34]1[C:42]2[C:37](=[CH:38][CH:39]=[CH:40][CH:41]=2)[NH:36][CH:35]=1)([C:30]([OH:32])=[O:31])[CH2:24][C:25](=[N:44][OH:45])[C:26]([OH:28])=[O:27]. (4) The reactants are Cl[C:2]1[CH:7]=[CH:6][C:5]([C:8]2[C:17]3[C:12](=[CH:13][C:14]([S:18]([NH:21][C:22]4[CH:27]=[CH:26][N:25]=[CH:24][N:23]=4)(=[O:20])=[O:19])=[CH:15][CH:16]=3)[CH:11]=[CH:10][N:9]=2)=[C:4]([CH3:28])[CH:3]=1.[F:29][C:30]1[CH:31]=[C:32](B(O)O)[CH:33]=[CH:34][CH:35]=1.C1(P(C2CCCCC2)C2C=CC=CC=2C2C(OC)=CC=CC=2OC)CCCCC1.P([O-])([O-])([O-])=O.[K+].[K+].[K+]. No catalyst specified. The product is [F:29][C:30]1[CH:35]=[C:34]([C:2]2[CH:7]=[CH:6][C:5]([C:8]3[C:17]4[C:12](=[CH:13][C:14]([S:18]([NH:21][C:22]5[CH:27]=[CH:26][N:25]=[CH:24][N:23]=5)(=[O:19])=[O:20])=[CH:15][CH:16]=4)[CH:11]=[CH:10][N:9]=3)=[C:4]([CH3:28])[CH:3]=2)[CH:33]=[CH:32][CH:31]=1. The yield is 0.418. (5) The reactants are Br[C:2]1[CH:7]=[CH:6][C:5](/[CH:8]=[CH:9]/[C:10]2[N:11]([CH2:23][C:24]3[CH:29]=[CH:28][C:27]([NH:30][S:31]([CH3:34])(=[O:33])=[O:32])=[CH:26][CH:25]=3)[CH:12]=[C:13]([C:15]3[CH:20]=[CH:19][C:18]([Cl:21])=[CH:17][C:16]=3[Cl:22])[N:14]=2)=[CH:4][CH:3]=1.[CH3:35][O:36][C:37]([C:39]1[CH:40]=[C:41](B(O)O)[CH:42]=[CH:43][CH:44]=1)=[O:38]. No catalyst specified. The product is [CH3:35][O:36][C:37]([C:39]1[CH:44]=[C:43]([C:2]2[CH:7]=[CH:6][C:5](/[CH:8]=[CH:9]/[C:10]3[N:11]([CH2:23][C:24]4[CH:25]=[CH:26][C:27]([NH:30][S:31]([CH3:34])(=[O:32])=[O:33])=[CH:28][CH:29]=4)[CH:12]=[C:13]([C:15]4[CH:20]=[CH:19][C:18]([Cl:21])=[CH:17][C:16]=4[Cl:22])[N:14]=3)=[CH:4][CH:3]=2)[CH:42]=[CH:41][CH:40]=1)=[O:38]. The yield is 0.680.